This data is from Reaction yield outcomes from USPTO patents with 853,638 reactions. The task is: Predict the reaction yield, written as a fraction of the theoretical maximum amount of product (1.0 means a 100% yield; for example, 0.34 means a 34% yield). (1) The reactants are [Br:1][C:2]1[C:7](=[O:8])[N:6]([C:9]2[CH:10]=[C:11]([CH:20]=[CH:21][C:22]=2[CH3:23])[C:12]([NH:14][CH2:15][C:16](NC)=[O:17])=[O:13])[CH:5]=[N:4][C:3]=1[O:24][CH2:25][C:26]1[CH:31]=[CH:30][C:29]([F:32])=[CH:28][C:27]=1[F:33].N[CH2:35][C@@H](O)C.CN1CCOCC1. No catalyst specified. The product is [Br:1][C:2]1[C:7](=[O:8])[N:6]([C:9]2[CH:10]=[C:11]([CH:20]=[CH:21][C:22]=2[CH3:23])[C:12]([NH:14][CH2:15][C@@H:16]([OH:17])[CH3:35])=[O:13])[CH:5]=[N:4][C:3]=1[O:24][CH2:25][C:26]1[CH:31]=[CH:30][C:29]([F:32])=[CH:28][C:27]=1[F:33]. The yield is 0.570. (2) The reactants are CC1C=CC(S(O[CH2:12][CH2:13][O:14][CH2:15][CH2:16][O:17][CH2:18][CH2:19][O:20][CH2:21][CH2:22][N:23]2[C:31](=[O:32])[C:30]3[C:25](=[CH:26][CH:27]=[CH:28][CH:29]=3)[C:24]2=[O:33])(=O)=O)=CC=1.[C:34]([N:41]1[CH2:46][CH2:45][NH:44][CH2:43][CH2:42]1)([O:36][C:37]([CH3:40])([CH3:39])[CH3:38])=[O:35].C([O-])([O-])=O.[K+].[K+]. The catalyst is O1CCOCC1. The product is [O:32]=[C:31]1[C:30]2[C:25](=[CH:26][CH:27]=[CH:28][CH:29]=2)[C:24](=[O:33])[N:23]1[CH2:22][CH2:21][O:20][CH2:19][CH2:18][O:17][CH2:16][CH2:15][O:14][CH2:13][CH2:12][N:44]1[CH2:43][CH2:42][N:41]([C:34]([O:36][C:37]([CH3:40])([CH3:39])[CH3:38])=[O:35])[CH2:46][CH2:45]1. The yield is 0.720. (3) The reactants are O1C2C=CC=CC=2N=C1.NC1C(O)=CC=CC=1C.C(OC1C=C(CO)C(OCCCCCC)=CC=1C=O)CCCCC.NC1C=C(C(C)(C)C)C=CC=1O.[CH3:55][C:56]1[C:61]2[N:62]=[C:63]([C:65]3[C:72]([O:73][CH2:74][CH2:75][CH2:76][CH2:77][CH2:78][CH3:79])=[CH:71][C:68]([CH:69]=[O:70])=[C:67]([O:80][CH2:81][CH2:82][CH2:83][CH2:84][CH2:85][CH3:86])[CH:66]=3)[O:64][C:60]=2[CH:59]=[CH:58][CH:57]=1. No catalyst specified. The product is [CH3:55][C:56]1[C:61]2[N:62]=[C:63]([C:65]3[CH:66]=[C:67]([O:80][CH2:81][CH2:82][CH2:83][CH2:84][CH2:85][CH3:86])[C:68]([CH2:69][OH:70])=[CH:71][C:72]=3[O:73][CH2:74][CH2:75][CH2:76][CH2:77][CH2:78][CH3:79])[O:64][C:60]=2[CH:59]=[CH:58][CH:57]=1. The yield is 0.710. (4) The reactants are [O:1]=[C:2]([CH3:11])[CH2:3][C:4]([O:6][C:7]([CH3:10])(C)C)=[O:5].Br[CH2:13][C:14]([C:16]1[CH:21]=[CH:20][C:19]([N+:22]([O-:24])=[O:23])=[CH:18][CH:17]=1)=[O:15].BrCC(C1C=CC=CC=1[N+]([O-])=O)=O. No catalyst specified. The product is [C:2]([CH:3]([CH2:13][C:14]([C:16]1[CH:17]=[CH:18][C:19]([N+:22]([O-:24])=[O:23])=[CH:20][CH:21]=1)=[O:15])[C:4]([O:6][CH2:7][CH3:10])=[O:5])(=[O:1])[CH3:11]. The yield is 0.830. (5) The reactants are [C:1]1([OH:7])[CH:6]=[CH:5][CH:4]=[CH:3][CH:2]=1.[H-].[Na+].[F:10][C:11]1[CH:16]=[CH:15][C:14]([C:17]2[C:24](=[O:25])[N:20]3[CH2:21][CH2:22][CH2:23][N:19]3[C:18]=2[C:26]2[CH:31]=[CH:30][N:29]=[C:28](S(C)(=O)=O)[N:27]=2)=[CH:13][CH:12]=1. The catalyst is C1COCC1.C([O-])(O)=O.[Na+]. The product is [F:10][C:11]1[CH:16]=[CH:15][C:14]([C:17]2[C:24](=[O:25])[N:20]3[CH2:21][CH2:22][CH2:23][N:19]3[C:18]=2[C:26]2[CH:31]=[CH:30][N:29]=[C:28]([O:7][C:1]3[CH:6]=[CH:5][CH:4]=[CH:3][CH:2]=3)[N:27]=2)=[CH:13][CH:12]=1. The yield is 0.380.